From a dataset of Full USPTO retrosynthesis dataset with 1.9M reactions from patents (1976-2016). Predict the reactants needed to synthesize the given product. Given the product [CH:2]1([C:2]2[CH:7]=[CH:6][C:5]([O:8][CH3:9])=[CH:4][C:3]=2[CH3:10])[CH2:7][CH2:6][CH2:5][CH2:4][CH2:3]1, predict the reactants needed to synthesize it. The reactants are: Br[C:2]1[CH:7]=[CH:6][C:5]([O:8][CH3:9])=[CH:4][C:3]=1[CH3:10].